This data is from Full USPTO retrosynthesis dataset with 1.9M reactions from patents (1976-2016). The task is: Predict the reactants needed to synthesize the given product. (1) The reactants are: [Cl:1][C:2]1[C:7](N)=[CH:6][CH:5]=[CH:4][N:3]=1.ClC1([S:16](Cl)(=[O:18])=[O:17])C=CC=CN1.[N:20]([O-])=O.[Na+].S(Cl)(Cl)(=O)=O.C(NCC1C=CC=CC=1)C1C=CC=CC=1. Given the product [Cl:1][C:2]1[C:7]([S:16]([NH2:20])(=[O:18])=[O:17])=[CH:6][CH:5]=[CH:4][N:3]=1, predict the reactants needed to synthesize it. (2) Given the product [CH3:17][N:2]([CH3:1])[CH:3]1[CH2:7][CH2:6][N:5]([C:8]2[C:9]([C:10]3[O:12][C:33](=[O:34])[C:32]4[C:36]([CH3:40])=[CH:37][CH:38]=[CH:39][C:31]=4[N:30]=3)=[CH:13][CH:14]=[CH:15][N:16]=2)[CH2:4]1, predict the reactants needed to synthesize it. The reactants are: [CH3:1][N:2]([CH3:17])[CH:3]1[CH2:7][CH2:6][N:5]([C:8]2[N:16]=[CH:15][CH:14]=[CH:13][C:9]=2[C:10]([OH:12])=O)[CH2:4]1.C1N=CN(C(N2C=NC=C2)=O)C=1.[NH2:30][C:31]1[CH:39]=[CH:38][CH:37]=[C:36]([CH3:40])[C:32]=1[C:33](O)=[O:34]. (3) Given the product [OH:3][C:2]([C:4]([F:7])([F:6])[F:5])=[O:1].[CH3:38][N:39]([CH3:40])[CH2:9][CH2:10][CH2:11][N:12]1[C:16](=[O:17])[C:15]2([CH2:22][CH2:21][N:20]([C@H:23]3[CH2:28][CH2:27][C@@H:26]([CH:29]([CH3:31])[CH3:30])[CH2:25][CH2:24]3)[CH2:19][CH2:18]2)[N:14]([C:32]2[CH:37]=[CH:36][CH:35]=[CH:34][CH:33]=2)[CH2:13]1, predict the reactants needed to synthesize it. The reactants are: [OH:1][C:2]([C:4]([F:7])([F:6])[F:5])=[O:3].Br[CH2:9][CH2:10][CH2:11][N:12]1[C:16](=[O:17])[C:15]2([CH2:22][CH2:21][N:20]([C@H:23]3[CH2:28][CH2:27][C@@H:26]([CH:29]([CH3:31])[CH3:30])[CH2:25][CH2:24]3)[CH2:19][CH2:18]2)[N:14]([C:32]2[CH:37]=[CH:36][CH:35]=[CH:34][CH:33]=2)[CH2:13]1.[CH3:38][NH:39][CH3:40]. (4) The reactants are: [CH3:1][C:2]1([C:7]2[O:11][C:10]([CH2:12][N:13]3[CH:17]=[CH:16][C:15]([NH2:18])=[N:14]3)=[CH:9][CH:8]=2)[O:6]CCO1.[C:19]1([C:25]2[O:29][CH:28]=[N:27][C:26]=2[C:30](O)=[O:31])[CH:24]=[CH:23][CH:22]=[CH:21][CH:20]=1. Given the product [C:2]([C:7]1[O:11][C:10]([CH2:12][N:13]2[CH:17]=[CH:16][C:15]([NH:18][C:30]([C:26]3[N:27]=[CH:28][O:29][C:25]=3[C:19]3[CH:20]=[CH:21][CH:22]=[CH:23][CH:24]=3)=[O:31])=[N:14]2)=[CH:9][CH:8]=1)(=[O:6])[CH3:1], predict the reactants needed to synthesize it. (5) Given the product [CH3:1][O:2][C:3]1[C:11]2[N:10]=[C:9]([CH2:12][CH2:13][CH2:14][N:15]([CH3:33])[CH2:16][CH2:17][C@:18]3([O:32][C:38]([CH:34]4[CH2:37][CH2:36][CH2:35]4)=[O:39])[CH2:23][C@H:22]4[CH2:24][CH2:25][C@@H:19]3[CH:20]=[C:21]4[C:26]3[CH:27]=[CH:28][CH:29]=[CH:30][CH:31]=3)[NH:8][C:7]=2[CH:6]=[CH:5][CH:4]=1, predict the reactants needed to synthesize it. The reactants are: [CH3:1][O:2][C:3]1[C:11]2[N:10]=[C:9]([CH2:12][CH2:13][CH2:14][N:15]([CH3:33])[CH2:16][CH2:17][C:18]3([OH:32])[CH2:23][CH:22]4[CH2:24][CH2:25][CH:19]3[CH:20]=[C:21]4[C:26]3[CH:31]=[CH:30][CH:29]=[CH:28][CH:27]=3)[NH:8][C:7]=2[CH:6]=[CH:5][CH:4]=1.[CH:34]1([C:38](Cl)=[O:39])[CH2:37][CH2:36][CH2:35]1. (6) Given the product [NH2:32][C@:16]12[CH2:28][CH2:27][C@@H:26]([C:29]([CH3:31])=[CH2:30])[C@@H:17]1[C@@H:18]1[C@@:13]([CH3:33])([CH2:14][CH2:15]2)[C@@:12]2([CH3:34])[C@@H:21]([C@:22]3([CH3:25])[C@@H:9]([CH2:10][CH2:11]2)[C:8]([CH3:35])([CH3:36])[C:7]([C:47]2[CH2:52][CH2:51][CH:50]([C:53]([O:55][CH2:56][CH3:57])=[O:54])[CH2:49][CH:48]=2)=[CH:24][CH2:23]3)[CH2:20][CH2:19]1, predict the reactants needed to synthesize it. The reactants are: FC(F)(F)S(O[C:7]1[C:8]([CH3:36])([CH3:35])[C@H:9]2[C@:22]([CH3:25])([CH2:23][CH:24]=1)[C@@H:21]1[C@:12]([CH3:34])([C@@:13]3([CH3:33])[C@H:18]([CH2:19][CH2:20]1)[C@H:17]1[C@H:26]([C:29]([CH3:31])=[CH2:30])[CH2:27][CH2:28][C@:16]1([NH2:32])[CH2:15][CH2:14]3)[CH2:11][CH2:10]2)(=O)=O.CC1(C)C(C)(C)OB([C:47]2[CH2:52][CH2:51][CH:50]([C:53]([O:55][CH2:56][CH3:57])=[O:54])[CH2:49][CH:48]=2)O1.O.C(=O)([O-])[O-].[Na+].[Na+].